Dataset: Forward reaction prediction with 1.9M reactions from USPTO patents (1976-2016). Task: Predict the product of the given reaction. (1) Given the reactants [CH3:1][N:2]([CH3:17])[C:3]([C:5]1[C:13]([N+:14]([O-:16])=[O:15])=[CH:12][CH:11]=[CH:10][C:6]=1[C:7]([OH:9])=[O:8])=[O:4].[CH2:18](OC1C=C(C=C(N)C=1)C(OCC=C)=O)[CH:19]=[CH2:20], predict the reaction product. The product is: [CH3:1][N:2]([CH3:17])[C:3]([C:5]1[C:13]([N+:14]([O-:16])=[O:15])=[CH:12][CH:11]=[CH:10][C:6]=1[C:7]([O:9][CH2:20][CH:19]=[CH2:18])=[O:8])=[O:4]. (2) Given the reactants [CH2:1]([N:8]1[CH2:13][CH2:12][CH:11]([NH:14][C:15]2[N:20]=[CH:19][C:18](/[CH:21]=[CH:22]/[C:23]([O:25]CC)=[O:24])=[CH:17][CH:16]=2)[CH2:10][CH2:9]1)[C:2]1[CH:7]=[CH:6][CH:5]=[CH:4][CH:3]=1.[OH-].[Na+], predict the reaction product. The product is: [CH2:1]([N:8]1[CH2:13][CH2:12][CH:11]([NH:14][C:15]2[N:20]=[CH:19][C:18](/[CH:21]=[CH:22]/[C:23]([OH:25])=[O:24])=[CH:17][CH:16]=2)[CH2:10][CH2:9]1)[C:2]1[CH:3]=[CH:4][CH:5]=[CH:6][CH:7]=1. (3) Given the reactants [NH2:1][CH2:2][C@@H:3]1[C@H:8]([CH3:9])[CH2:7][CH2:6][CH2:5][N:4]1[C:10]([C:12]1[C:17]([N:18]2[N:22]=[CH:21][CH:20]=[N:19]2)=[CH:16][CH:15]=[C:14]([CH3:23])[N:13]=1)=[O:11].Br[C:25]1[CH:30]=[CH:29][C:28]([Cl:31])=[CH:27][N:26]=1, predict the reaction product. The product is: [Cl:31][C:28]1[CH:29]=[CH:30][C:25]([NH:1][CH2:2][C@@H:3]2[C@H:8]([CH3:9])[CH2:7][CH2:6][CH2:5][N:4]2[C:10]([C:12]2[C:17]([N:18]3[N:22]=[CH:21][CH:20]=[N:19]3)=[CH:16][CH:15]=[C:14]([CH3:23])[N:13]=2)=[O:11])=[N:26][CH:27]=1. (4) Given the reactants [CH3:1][C:2]1([CH3:28])[O:6][CH2:5][CH:4]([CH2:7][O:8][C:9]2[C:10]([C:19]3[CH:24]=[C:23]([O:25][CH3:26])[CH:22]=[CH:21][C:20]=3[F:27])=[N:11][CH:12]=[C:13]([CH:18]=2)[C:14](OC)=[O:15])[CH2:3]1.[BH4-].[Na+], predict the reaction product. The product is: [CH3:1][C:2]1([CH3:28])[O:6][CH2:5][CH:4]([CH2:7][O:8][C:9]2[CH:18]=[C:13]([CH2:14][OH:15])[CH:12]=[N:11][C:10]=2[C:19]2[CH:24]=[C:23]([O:25][CH3:26])[CH:22]=[CH:21][C:20]=2[F:27])[CH2:3]1. (5) Given the reactants Cl[C:2]1[CH:3]=[C:4]([C:31]([Cl:34])=[CH:32][N:33]=1)[C:5]([NH:7][C:8]1[CH:30]=[CH:29][C:11]2[CH2:12][CH2:13][C:14]3[C:15]([C:26]([NH2:28])=[O:27])=[N:16][N:17]([C:19]4[CH:24]=[CH:23][C:22]([F:25])=[CH:21][CH:20]=4)[C:18]=3[C:10]=2[CH:9]=1)=[O:6].[NH:35]1[CH2:40][CH2:39][NH:38][CH2:37][CH2:36]1, predict the reaction product. The product is: [Cl:34][C:31]1[C:4]([C:5]([NH:7][C:8]2[CH:30]=[CH:29][C:11]3[CH2:12][CH2:13][C:14]4[C:15]([C:26]([NH2:28])=[O:27])=[N:16][N:17]([C:19]5[CH:24]=[CH:23][C:22]([F:25])=[CH:21][CH:20]=5)[C:18]=4[C:10]=3[CH:9]=2)=[O:6])=[CH:3][C:2]([N:35]2[CH2:40][CH2:39][NH:38][CH2:37][CH2:36]2)=[N:33][CH:32]=1. (6) Given the reactants [O:1]1[CH2:18][CH:2]1[CH2:3][O:4][C:5]1[C:17]2[C:16]3[C:11](=[CH:12][CH:13]=[CH:14][CH:15]=3)[NH:10][C:9]=2[CH:8]=[CH:7][CH:6]=1.[CH2:19]([N:26]1[CH2:31][CH2:30][NH:29][CH2:28][CH2:27]1)[C:20]1[CH:25]=[CH:24][CH:23]=[CH:22][CH:21]=1.C(OC(C)C)(C)C, predict the reaction product. The product is: [CH2:19]([N:26]1[CH2:31][CH2:30][N:29]([CH2:18][CH:2]([OH:1])[CH2:3][O:4][C:5]2[C:17]3[C:16]4[C:11](=[CH:12][CH:13]=[CH:14][CH:15]=4)[NH:10][C:9]=3[CH:8]=[CH:7][CH:6]=2)[CH2:28][CH2:27]1)[C:20]1[CH:21]=[CH:22][CH:23]=[CH:24][CH:25]=1. (7) Given the reactants [CH2:1]1[CH:6]([NH2:7])[C:4](=[O:5])[S:3][CH2:2]1.Cl.CCN=C=NCCCN(C)C.Cl.[N:21]1([CH:26]([CH2:40][CH2:41][CH3:42])[C:27]([C:29]2[CH:39]=[CH:38][C:32]([O:33][CH2:34][C:35](O)=[O:36])=[CH:31][CH:30]=2)=[O:28])[CH2:25][CH2:24][CH2:23][CH2:22]1, predict the reaction product. The product is: [O:5]=[C:4]1[CH:6]([NH:7][C:35](=[O:36])[CH2:34][O:33][C:32]2[CH:38]=[CH:39][C:29]([C:27](=[O:28])[CH:26]([N:21]3[CH2:25][CH2:24][CH2:23][CH2:22]3)[CH2:40][CH2:41][CH3:42])=[CH:30][CH:31]=2)[CH2:1][CH2:2][S:3]1.